From a dataset of Reaction yield outcomes from USPTO patents with 853,638 reactions. Predict the reaction yield, written as a fraction of the theoretical maximum amount of product (1.0 means a 100% yield; for example, 0.34 means a 34% yield). (1) The product is [CH3:1][O:2][C:3]([CH:5]1[C:10]([CH3:12])([CH3:11])[S:9][CH2:8][CH2:7][N:6]1[S:13]([C:16]1[CH:17]=[CH:18][C:19]([O:22][CH2:35][C:34]#[C:33][CH2:32][CH2:31][CH2:30][O:29][CH:24]2[CH2:25][CH2:26][CH2:27][CH2:28][O:23]2)=[CH:20][CH:21]=1)(=[O:15])=[O:14])=[O:4]. The yield is 0.640. No catalyst specified. The reactants are [CH3:1][O:2][C:3]([CH:5]1[C:10]([CH3:12])([CH3:11])[S:9][CH2:8][CH2:7][N:6]1[S:13]([C:16]1[CH:21]=[CH:20][C:19]([OH:22])=[CH:18][CH:17]=1)(=[O:15])=[O:14])=[O:4].[O:23]1[CH2:28][CH2:27][CH2:26][CH2:25][CH:24]1[O:29][CH2:30][CH2:31][CH2:32][C:33]#[C:34][CH2:35]O. (2) The reactants are [CH3:1][O:2][C:3](=[O:26])[CH2:4][CH2:5][CH2:6][C:7]#[C:8][CH2:9][N:10]1[C:15](=[O:16])[CH2:14][CH2:13][CH2:12][C@@H:11]1/[CH:17]=[CH:18]/[CH:19]([OH:25])[CH2:20][CH2:21][CH2:22][CH2:23][CH3:24].[H][H]. The catalyst is [Pd].CO. The product is [CH3:1][O:2][C:3](=[O:26])[CH2:4][CH2:5][CH2:6]/[CH:7]=[CH:8]\[CH2:9][N:10]1[C:15](=[O:16])[CH2:14][CH2:13][CH2:12][C@@H:11]1/[CH:17]=[CH:18]/[CH:19]([OH:25])[CH2:20][CH2:21][CH2:22][CH2:23][CH3:24]. The yield is 0.970.